Predict the reaction yield, written as a fraction of the theoretical maximum amount of product (1.0 means a 100% yield; for example, 0.34 means a 34% yield). From a dataset of Reaction yield outcomes from USPTO patents with 853,638 reactions. (1) The reactants are [Cl:1][C:2]1[C:7]([Cl:8])=[C:6]([CH2:9]O)[CH:5]=[CH:4][N:3]=1.BrCC1C=CN=C(Cl)C=1Cl.[CH3:21][C:22]1[N:27]=[C:26]([SH:28])[N:25]=[C:24]([OH:29])[CH:23]=1. No catalyst specified. The product is [Cl:1][C:2]1[C:7]([Cl:8])=[C:6]([CH2:9][S:28][C:26]2[N:25]=[C:24]([OH:29])[CH:23]=[C:22]([CH3:21])[N:27]=2)[CH:5]=[CH:4][N:3]=1. The yield is 0.780. (2) The reactants are Cl[C:2]1[N:7]=[C:6]([NH:8][C:9]2[N:14]=[CH:13][C:12]3[N:15]=[C:16]([CH3:21])[N:17]([CH:18]([CH3:20])[CH3:19])[C:11]=3[CH:10]=2)[CH:5]=[CH:4][N:3]=1.[CH2:22]([O:24][C:25](=[O:40])[C:26]([CH3:39])([CH3:38])/[CH:27]=[CH:28]/B1OC(C)(C)C(C)(C)O1)[CH3:23]. No catalyst specified. The product is [CH2:22]([O:24][C:25](=[O:40])[C:26]([CH3:39])([CH3:38])/[CH:27]=[CH:28]/[C:2]1[N:7]=[C:6]([NH:8][C:9]2[N:14]=[CH:13][C:12]3[N:15]=[C:16]([CH3:21])[N:17]([CH:18]([CH3:20])[CH3:19])[C:11]=3[CH:10]=2)[CH:5]=[CH:4][N:3]=1)[CH3:23]. The yield is 0.420. (3) The reactants are [N+:1](/[CH:4]=[CH:5]/[C:6]1[CH:19]=[CH:18][C:9]([O:10][CH2:11][C:12]2[CH:17]=[CH:16][CH:15]=[CH:14][N:13]=2)=[CH:8][CH:7]=1)([O-:3])=[O:2].CS(C)=O.[BH4-].[Na+]. The catalyst is C(O)(=O)C. The product is [N+:1]([CH2:4][CH2:5][C:6]1[CH:19]=[CH:18][C:9]([O:10][CH2:11][C:12]2[CH:17]=[CH:16][CH:15]=[CH:14][N:13]=2)=[CH:8][CH:7]=1)([O-:3])=[O:2]. The yield is 0.200.